This data is from Catalyst prediction with 721,799 reactions and 888 catalyst types from USPTO. The task is: Predict which catalyst facilitates the given reaction. (1) Reactant: C(OC(N1C(C)C2C(O[C:19]3[CH:20]=[C:21]4[C:25](=[CH:26][CH:27]=3)[N:24]([C:28](=[O:40])[NH:29][C:30]3[CH:35]=[CH:34][CH:33]=[C:32]([C:36]([F:39])([F:38])[F:37])[CH:31]=3)[CH:23]=[CH:22]4)=NC=NC=2C1)=O)(C)(C)C.C(O)(C(F)(F)F)=O. Product: [F:39][C:36]([F:37])([F:38])[C:32]1[CH:31]=[C:30]([NH:29][C:28]([N:24]2[C:25]3[C:21](=[CH:20][CH:19]=[CH:27][CH:26]=3)[CH:22]=[CH:23]2)=[O:40])[CH:35]=[CH:34][CH:33]=1. The catalyst class is: 2. (2) Reactant: [CH3:1][O:2][C:3]1[CH:4]=[C:5]2[C:9](=[CH:10][CH:11]=1)[N:8]([CH3:12])[CH:7]=[CH:6]2.FC(F)(F)C(O)=O.C([BH3-])#N.[Na+].[OH-].[Na+]. Product: [CH3:1][O:2][C:3]1[CH:4]=[C:5]2[C:9](=[CH:10][CH:11]=1)[N:8]([CH3:12])[CH2:7][CH2:6]2. The catalyst class is: 15. (3) Reactant: [C:1]([C:3]1[C:8]2[N:9]=[C:10]([CH:12]3[CH2:14][CH2:13]3)[O:11][C:7]=2[C:6]([CH:15]([CH2:20][CH:21]=[CH2:22])[C:16](OC)=[O:17])=[C:5]([C:23]2[CH:28]=[CH:27][CH:26]=[CH:25][CH:24]=2)[C:4]=1[CH3:29])#[N:2].[Li+].[B-](CC)(CC)CC.[Cl-].[NH4+]. Product: [CH:12]1([C:10]2[O:11][C:7]3[C:8](=[C:3]([C:1]#[N:2])[C:4]([CH3:29])=[C:5]([C:23]4[CH:24]=[CH:25][CH:26]=[CH:27][CH:28]=4)[C:6]=3[CH:15]([CH2:16][OH:17])[CH2:20][CH:21]=[CH2:22])[N:9]=2)[CH2:13][CH2:14]1. The catalyst class is: 7. (4) Reactant: Cl[C:2]1[N:7]=[CH:6][N:5]=[C:4]([NH2:8])[C:3]=1[O:9][CH2:10][C:11]([F:14])([F:13])[F:12].FC(F)(F)C(O)=O.[N:22]1([CH2:26][CH2:27][N:28]2[CH:32]=[C:31]([C:33]3[CH:38]=[CH:37][C:36]([F:39])=[C:35]([C:40]([F:43])([F:42])[F:41])[CH:34]=3)[N:30]=[C:29]2[CH:44]2[CH2:49][CH2:48][NH:47][CH2:46][CH2:45]2)[CH2:25][CH2:24][CH2:23]1.C([O-])([O-])=O.[Cs+].[Cs+]. Product: [N:22]1([CH2:26][CH2:27][N:28]2[CH:32]=[C:31]([C:33]3[CH:38]=[CH:37][C:36]([F:39])=[C:35]([C:40]([F:43])([F:41])[F:42])[CH:34]=3)[N:30]=[C:29]2[CH:44]2[CH2:45][CH2:46][N:47]([C:2]3[N:7]=[CH:6][N:5]=[C:4]([NH2:8])[C:3]=3[O:9][CH2:10][C:11]([F:14])([F:13])[F:12])[CH2:48][CH2:49]2)[CH2:23][CH2:24][CH2:25]1. The catalyst class is: 16.